Dataset: Experimental lipophilicity measurements (octanol/water distribution) for 4,200 compounds from AstraZeneca. Task: Regression/Classification. Given a drug SMILES string, predict its absorption, distribution, metabolism, or excretion properties. Task type varies by dataset: regression for continuous measurements (e.g., permeability, clearance, half-life) or binary classification for categorical outcomes (e.g., BBB penetration, CYP inhibition). For this dataset (lipophilicity_astrazeneca), we predict Y. (1) The molecule is CNS(=O)(=O)c1ccc2c(C(=O)NC[C@@H](O)CN3CCC(Oc4ccc(Cl)c(Cl)c4)CC3)c[nH]c(=O)c2c1. The Y is 2.77 logD. (2) The molecule is O=C(NCc1ccco1)c1ccc2[nH]c(COc3ccc(C45CC6CC(CC(C6)C4)C5)cc3)nc2c1. The Y is 4.00 logD. (3) The compound is CCN(CCCOCCOCCc1ccccc1)CCc1ccc(O)c2nc(O)sc12. The Y is 2.45 logD. (4) The compound is CN(C)CCC=C1c2ccccc2COc2ccccc21. The Y is 2.15 logD.